Dataset: Forward reaction prediction with 1.9M reactions from USPTO patents (1976-2016). Task: Predict the product of the given reaction. (1) Given the reactants [NH2:1][C:2]1[NH:6][N:5]=[C:4]([NH:7][C:8]2[CH:13]=[CH:12][C:11]([Br:14])=[C:10]([Cl:15])[CH:9]=2)[C:3]=1[C:16]([NH2:18])=[O:17].[OH:19][C:20]1[CH:27]=[CH:26][C:23]([CH:24]=O)=[CH:22][CH:21]=1, predict the reaction product. The product is: [Br:14][C:11]1[CH:12]=[CH:13][C:8]([NH:7][C:4]2[C:3]([C:16]([NH2:18])=[O:17])=[C:2]([N:1]=[CH:24][C:23]3[CH:26]=[CH:27][C:20]([OH:19])=[CH:21][CH:22]=3)[NH:6][N:5]=2)=[CH:9][C:10]=1[Cl:15]. (2) Given the reactants Br[C:2]1[CH:10]=[CH:9][CH:8]=[CH:7][C:3]=1[C:4]([OH:6])=[O:5].[CH:11](=O)[CH2:12][CH2:13][CH2:14][CH2:15][CH2:16][CH3:17], predict the reaction product. The product is: [CH2:12]([CH:11]1[C:2]2[C:3](=[CH:7][CH:8]=[CH:9][CH:10]=2)[C:4](=[O:5])[O:6]1)[CH2:13][CH2:14][CH2:15][CH2:16][CH3:17]. (3) The product is: [Cl:1][C:2]1[CH:3]=[C:4]([C@@H:8]2[C@@H:13]([C:14]3[CH:19]=[CH:18][C:17]([Cl:20])=[CH:16][CH:15]=3)[N:12]([C@@H:21]([CH2:27][CH3:28])[CH2:22][S:23](=[O:24])(=[O:25])[NH:46][CH:44]3[CH2:45][O:42][CH2:43]3)[C:11](=[O:29])[C@:10]([CH2:31][C:32]([O:34][CH3:35])=[O:33])([CH3:30])[CH2:9]2)[CH:5]=[CH:6][CH:7]=1. Given the reactants [Cl:1][C:2]1[CH:3]=[C:4]([C@@H:8]2[C@@H:13]([C:14]3[CH:19]=[CH:18][C:17]([Cl:20])=[CH:16][CH:15]=3)[N:12]([C@@H:21]([CH2:27][CH3:28])[CH2:22][S:23](O)(=[O:25])=[O:24])[C:11](=[O:29])[C@:10]([CH2:31][C:32]([O:34][CH3:35])=[O:33])([CH3:30])[CH2:9]2)[CH:5]=[CH:6][CH:7]=1.C(Cl)(=O)C(Cl)=O.[O:42]1[CH2:45][CH:44]([NH2:46])[CH2:43]1.C(N(CC)C(C)C)(C)C, predict the reaction product. (4) Given the reactants [CH:1]([C:4]1[CH:9]=[CH:8][C:7]([C:10]#[C:11][CH2:12][NH2:13])=[CH:6][CH:5]=1)([CH3:3])[CH3:2].[F:14][C:15]([F:41])([F:40])[C:16]1[CH:21]=[CH:20][C:19]([C:22]2[C:23]([C:28]([NH:30][C:31]3[CH:32]=[C:33]([C:37](O)=[O:38])[N:34]([CH3:36])[CH:35]=3)=[O:29])=[CH:24][CH:25]=[CH:26][CH:27]=2)=[CH:18][CH:17]=1.CN(C(ON1N=NC2C=CC=CC1=2)=[N+](C)C)C.[B-](F)(F)(F)F.C(N(C(C)C)C(C)C)C, predict the reaction product. The product is: [CH:1]([C:4]1[CH:5]=[CH:6][C:7]([C:10]#[C:11][CH2:12][NH:13][C:37]([C:33]2[N:34]([CH3:36])[CH:35]=[C:31]([NH:30][C:28]([C:23]3[C:22]([C:19]4[CH:18]=[CH:17][C:16]([C:15]([F:41])([F:14])[F:40])=[CH:21][CH:20]=4)=[CH:27][CH:26]=[CH:25][CH:24]=3)=[O:29])[CH:32]=2)=[O:38])=[CH:8][CH:9]=1)([CH3:3])[CH3:2]. (5) Given the reactants [OH:1][C@@H:2]1[CH2:5][C@H:4]([N:6]2[C:11](=[O:12])[C:10]([CH2:13][C:14]3[CH:19]=[CH:18][C:17]([C:20]4[C:21]([C:26]#[N:27])=[CH:22][CH:23]=[CH:24][CH:25]=4)=[CH:16][CH:15]=3)=[C:9]([CH2:28][CH2:29][CH3:30])[N:8]3[N:31]=[CH:32][N:33]=[C:7]23)[CH2:3]1.[N+](=[CH:36][C:37]([O:39][CH2:40][CH3:41])=[O:38])=[N-], predict the reaction product. The product is: [C:26]([C:21]1[CH:22]=[CH:23][CH:24]=[CH:25][C:20]=1[C:17]1[CH:16]=[CH:15][C:14]([CH2:13][C:10]2[C:11](=[O:12])[N:6]([C@@H:4]3[CH2:5][C@H:2]([O:1][CH2:36][C:37]([O:39][CH2:40][CH3:41])=[O:38])[CH2:3]3)[C:7]3[N:8]([N:31]=[CH:32][N:33]=3)[C:9]=2[CH2:28][CH2:29][CH3:30])=[CH:19][CH:18]=1)#[N:27]. (6) Given the reactants Br[CH2:2][C:3]1[C:4]([C:10]2[CH:15]=[CH:14][C:13]([Cl:16])=[CH:12][CH:11]=2)=[CH:5][C:6]([F:9])=[N:7][CH:8]=1.[N:17]1([C:23]([O:25][C:26]([CH3:29])([CH3:28])[CH3:27])=[O:24])[CH2:22][CH2:21][NH:20][CH2:19][CH2:18]1.C(=O)([O-])[O-].[K+].[K+], predict the reaction product. The product is: [Cl:16][C:13]1[CH:14]=[CH:15][C:10]([C:4]2[CH:5]=[C:6]([F:9])[N:7]=[CH:8][C:3]=2[CH2:2][N:20]2[CH2:19][CH2:18][N:17]([C:23]([O:25][C:26]([CH3:29])([CH3:28])[CH3:27])=[O:24])[CH2:22][CH2:21]2)=[CH:11][CH:12]=1. (7) Given the reactants [CH2:1]([N:3]1[C:12]2[C:7](=[CH:8][C:9]([N+:13]([O-:15])=[O:14])=[CH:10][CH:11]=2)[C:6](=[O:16])[NH:5][C:4]1=[O:17])[CH3:2].[H-].[Na+].Br[CH2:21][CH2:22][O:23][CH3:24].O, predict the reaction product. The product is: [CH2:1]([N:3]1[C:12]2[C:7](=[CH:8][C:9]([N+:13]([O-:15])=[O:14])=[CH:10][CH:11]=2)[C:6](=[O:16])[N:5]([CH2:21][CH2:22][O:23][CH3:24])[C:4]1=[O:17])[CH3:2].